From a dataset of Catalyst prediction with 721,799 reactions and 888 catalyst types from USPTO. Predict which catalyst facilitates the given reaction. (1) Reactant: [CH2:1]([O:8][C:9](=[O:19])[NH:10][CH2:11][C@H:12]([NH2:18])[C@@H:13]([OH:17])[C:14]#[C:15][CH3:16])[C:2]1[CH:7]=[CH:6][CH:5]=[CH:4][CH:3]=1.[Li].[F:21][C:22]([F:37])([F:36])[C:23]1[C:31]2[N:30]=[C:29]([CH2:32][C:33](O)=[O:34])[NH:28][C:27]=2[CH:26]=[CH:25][CH:24]=1.C(N(CC)C(C)C)(C)C.CN(C(ON1N=NC2C=CC=NC1=2)=[N+](C)C)C.F[P-](F)(F)(F)(F)F. Product: [CH2:1]([O:8][C:9](=[O:19])[NH:10][CH2:11][C@H:12]([NH:18][C:33](=[O:34])[CH2:32][C:29]1[NH:28][C:27]2[CH:26]=[CH:25][CH:24]=[C:23]([C:22]([F:36])([F:37])[F:21])[C:31]=2[N:30]=1)[C@@H:13]([OH:17])[C:14]#[C:15][CH3:16])[C:2]1[CH:3]=[CH:4][CH:5]=[CH:6][CH:7]=1. The catalyst class is: 59. (2) Reactant: [S:1]1[CH:5]=[CH:4][C:3]([C:6]2[N:11]=[C:10]([S:12]([O:15]C3C=CC=CC=3)(=[O:14])=[O:13])[CH:9]=[CH:8][CH:7]=2)=[CH:2]1.[OH-].[Na+:23]. Product: [Na+:23].[S:1]1[CH:5]=[CH:4][C:3]([C:6]2[N:11]=[C:10]([S:12]([O-:15])(=[O:14])=[O:13])[CH:9]=[CH:8][CH:7]=2)=[CH:2]1. The catalyst class is: 8. (3) Product: [Cl:32][C:28]1[C:29]([CH3:31])=[CH:30][C:25]([S:22]([N:16]2[CH:17]=[CH:18][NH:19][C:20](=[O:21])[C@H:15]2[CH2:14][C:13](=[O:34])[N:10]2[CH2:9][CH2:8][CH:7]([CH2:6][N:35]3[CH2:39][CH2:38][CH2:37][CH2:36]3)[CH2:12][CH2:11]2)(=[O:23])=[O:24])=[C:26]([CH3:33])[CH:27]=1. The catalyst class is: 2. Reactant: CS(O[CH2:6][CH:7]1[CH2:12][CH2:11][N:10]([C:13](=[O:34])[CH2:14][C@@H:15]2[C:20](=[O:21])[NH:19][CH:18]=[CH:17][N:16]2[S:22]([C:25]2[CH:30]=[C:29]([CH3:31])[C:28]([Cl:32])=[CH:27][C:26]=2[CH3:33])(=[O:24])=[O:23])[CH2:9][CH2:8]1)(=O)=O.[NH:35]1[CH2:39][CH2:38][CH2:37][CH2:36]1. (4) Reactant: [Cl:1][C:2]1[CH:29]=[CH:28][C:5]([CH2:6][NH:7][C:8]([C:10]2[C:11](=[O:27])[C:12]3[CH:19]=[C:18]([CH2:20][NH:21][CH2:22][CH:23]([OH:26])[CH2:24]Cl)[O:17][C:13]=3[N:14]([CH3:16])[CH:15]=2)=[O:9])=[CH:4][CH:3]=1.[CH3:30][O:31][C:32]1[CH:37]=[CH:36][CH:35]=[CH:34][C:33]=1[SH:38].[CH:39](N(C(C)C)CC)(C)C.[Na+].[Cl-]. Product: [Cl:1][C:2]1[CH:29]=[CH:28][C:5]([CH2:6][NH:7][C:8]([C:10]2[C:11](=[O:27])[C:12]3[CH:19]=[C:18]([CH2:20][N:21]([CH2:22][CH:23]([OH:26])[CH2:24][S:38][C:33]4[CH:34]=[CH:35][CH:36]=[CH:37][C:32]=4[O:31][CH3:30])[CH3:39])[O:17][C:13]=3[N:14]([CH3:16])[CH:15]=2)=[O:9])=[CH:4][CH:3]=1. The catalyst class is: 14. (5) Reactant: [F:1][C:2]1[CH:32]=[CH:31][C:5]([CH2:6][NH:7][C:8]([C:10]2[C:15]([O:16]CC3C=CC=CC=3)=[C:14]([S:24][CH3:25])[CH:13]=[C:12]([C:26]3[O:27][CH:28]=[CH:29][CH:30]=3)[N:11]=2)=[O:9])=[CH:4][CH:3]=1.[Si](I)(C)(C)C. Product: [F:1][C:2]1[CH:3]=[CH:4][C:5]([CH2:6][NH:7][C:8]([C:10]2[C:15]([OH:16])=[C:14]([S:24][CH3:25])[CH:13]=[C:12]([C:26]3[O:27][CH:28]=[CH:29][CH:30]=3)[N:11]=2)=[O:9])=[CH:31][CH:32]=1. The catalyst class is: 23.